The task is: Binary Classification. Given a miRNA mature sequence and a target amino acid sequence, predict their likelihood of interaction.. This data is from Experimentally validated miRNA-target interactions with 360,000+ pairs, plus equal number of negative samples. (1) The miRNA is cel-miR-62 with sequence UGAUAUGUAAUCUAGCUUACAG. The protein sequence of the target gene is MDAVTVYHGKISRETGEKLLLATGLDGSYLLRDSESVPGVYCLCVLYQGYIYTYRVSQTETGSWSAETAPGVHKRFFRKVKNLISAFQKPDQGIVTPLQYPVEKSSGRGPQAPTGRRDSDICLNAP. Result: 0 (no interaction). (2) The miRNA is mmu-miR-707 with sequence CAGUCAUGCCGCUUGCCUACG. The protein sequence of the target gene is MVDAFCATWKLTDSQNFDEYMKALGVGFATRQVGNVTKPTVIISQEGGKVVIRTQCTFKNTEINFQLGEEFEETSIDDRNCKSVVRLDGDKLIHVQKWDGKETNCTREIKDGKMVVTLTFGDIVAVRCYEKA. Result: 0 (no interaction). (3) The miRNA is hsa-let-7a-5p with sequence UGAGGUAGUAGGUUGUAUAGUU. The protein sequence of the target gene is MFADRWLFSTNHKDIGTLYLLFGAWAGVLGTALSLLIRAELGQPGNLLGNDHIYNVIVTAHAFVMIFFMVMPIMIGGFGNWLVPLMIGAPDMAFPRMNNMSFWLLPPSLLLLLASAMVEAGAGTGWTVYPPLAGNYSHPGASVDLTIFSLHLAGVSSILGAINFITTIINMKPPAMTQYQTPLFVWSVLITAVLLLLSLPVLAAGITMLLTDRNLNTTFFDPAGGGDPILYQHLFWFFGHPEVYILILPGFGMISHIVTYYSGKKEPFGYMGMVWAMMSIGFLGFIVWAHHMFTVGMDVD.... Result: 1 (interaction). (4) The miRNA is mmu-miR-449b with sequence AGGCAGUGUUGUUAGCUGGC. The protein sequence of the target gene is MEVPEPTCPAPPARDQPAPTPGPPGAPGGQASPHLTLGPVLLPPEQGLAPPTVFLKALPIPLYHTVPPGGLQPRAPLVTGSLDGGNVPFILSPVLQPEGPGPTQVGKPAAPTLTVNIVGTLPVLSPGLGPTLGSPGKVRNAGKYLCPHCGRDCLKPSVLEKHIRSHTGERPFPCATCGIAFKTQSNLYKHRRTQTHLNNSRLSSESEGAGGGLLEEGDKAGEPPRPEGRGESRCQGMHEGASERPLSPGAHVPLLAKNLDVRTEAAPCPGSAFADREAPWDSAPMASPGLPAASTQPWRK.... Result: 0 (no interaction). (5) The miRNA is hsa-miR-527 with sequence CUGCAAAGGGAAGCCCUUUC. The protein sequence of the target gene is MATSGGEEAAAAAPAPGAPATGQDTTPGWEVAVRPLLSASYSAFEMKELPQLVASVIESESEILHHEKQYEPFYSSFVALSTHYITTVCSLIPRNQLQSVAAACKVLIEFSLLRLENPDEACAVSQKHLILLIKGLCTGCSRLDRTEIITFTAMMKSAKLPQTVKTLSDVEDQKELASPVSPELRQKEVQMNFLNQLTSVFNPRTVPSPPISPQALVEGENDEQSSPDQVSAAKTKSVFIAQNVASLQELGGSEKLLRVCLNLPYFLRYINRFQDAVVANSFFIMPATVADATAVRNGFH.... Result: 0 (no interaction). (6) The miRNA is hsa-miR-6877-3p with sequence CAGCCUCUGCCCUUGGCCUCC. The protein sequence of the target gene is MWHAISRTSRMSQSGCPSGLLADKNISSSATRVIVKTAGNQKDFMVADDISVRQFKEMLLAHFQCQMDQLVLVFMGCLLKDHDTLSQRGIMDGHTIYLVIKSKQGSRSLAHSFRDLPTNDPCHRDRNTKGNSSRVHQPTGMNQAPVELAHFVGSDAPKVHTQNLEVSHPECKAQMLENPSIQRLLSNMEFMWQFISEHLDTQQLMQQNPEVSRLLLDNSEILLQTLELARNLAMIQEIMQIQQPSQNLEYPLNPQPYLGLETMPGGNNALGQNYADINDQMLNSMQDPFGGNPFTALLAG.... Result: 1 (interaction).